Dataset: Full USPTO retrosynthesis dataset with 1.9M reactions from patents (1976-2016). Task: Predict the reactants needed to synthesize the given product. (1) The reactants are: O[CH2:2][CH2:3][O:4][CH2:5][CH2:6][NH:7][C:8](=[O:14])[O:9][C:10]([CH3:13])([CH3:12])[CH3:11].C1(P(C2C=CC=CC=2)C2C=CC=CC=2)C=CC=CC=1.[N:34]([C:41](OCC)=O)=NC(OCC)=O.C1(C)C=CC=CC=1.OC(C)(C)C#N. Given the product [C:41]([CH2:2][CH2:3][O:4][CH2:5][CH2:6][NH:7][C:8](=[O:14])[O:9][C:10]([CH3:13])([CH3:12])[CH3:11])#[N:34], predict the reactants needed to synthesize it. (2) Given the product [C:12]([O:11][C:10](=[O:16])[NH:9][CH2:8][C:7]1[CH:17]=[CH:18][C:4]([O:3][C:22]2[N:23]=[C:24]([Cl:26])[CH:25]=[C:20]([Cl:19])[N:21]=2)=[CH:5][CH:6]=1)([CH3:14])([CH3:15])[CH3:13], predict the reactants needed to synthesize it. The reactants are: [H-].[Na+].[OH:3][C:4]1[CH:18]=[CH:17][C:7]([CH2:8][NH:9][C:10](=[O:16])[O:11][C:12]([CH3:15])([CH3:14])[CH3:13])=[CH:6][CH:5]=1.[Cl:19][C:20]1[CH:25]=[C:24]([Cl:26])[N:23]=[C:22](S(C)(=O)=O)[N:21]=1.[Cl-].[NH4+]. (3) Given the product [Br:8][C:5]1[CH:6]=[CH:7][C:2]([C:16]2([OH:19])[CH2:17][CH2:18][C:13]3([O:12][CH2:11][CH2:10][O:9]3)[CH2:14][CH2:15]2)=[N:3][CH:4]=1, predict the reactants needed to synthesize it. The reactants are: Br[C:2]1[CH:7]=[CH:6][C:5]([Br:8])=[CH:4][N:3]=1.[O:9]1[C:13]2([CH2:18][CH2:17][C:16](=[O:19])[CH2:15][CH2:14]2)[O:12][CH2:11][CH2:10]1. (4) Given the product [F:1][C:2]1[CH:3]=[C:4]([C:21]([NH2:23])=[O:22])[C:5]2[O:9][C:8]([C:10]3[CH:15]=[CH:14][C:13]([CH2:16][NH:17][CH3:18])=[C:12]([F:24])[CH:11]=3)=[CH:7][C:6]=2[CH:20]=1, predict the reactants needed to synthesize it. The reactants are: [F:1][C:2]1[CH:3]=[C:4]([C:21]([NH2:23])=[O:22])[C:5]2[O:9][C:8]([C:10]3[CH:15]=[CH:14][C:13]([CH2:16][N:17](C)[CH3:18])=[CH:12][CH:11]=3)=[CH:7][C:6]=2[CH:20]=1.[F:24]C1C=C(C(OC)=O)C2OC(C3C=CC(CNC)=C(F)C=3)=CC=2C=1. (5) The reactants are: C1[C@H](N)[C@@H](O[C@H]2O[C@H](CO)[C@@H](O)[C@H](O)[C@H]2N)[C@H:4]([O:20][C@@H:21]2[O:25][C@H](CO)[C@@H](O[C@H]3O[C@@H](CN)[C@@H](O)[C@H](O)[C@H]3N)[C@H]2O)[C@@H:3](O)[C@@H:2]1[NH2:42].OS(O)(=O)=O.[C:48](=[O:51])([O-:50])[O-].[Na+].[Na+].Cl[C:55]([O:57][CH2:58][C:59]1[CH:64]=[CH:63][CH:62]=[CH:61][CH:60]=1)=[O:56].C(=O)(O)[O-].[Na+].[CH3:70][CH2:71][CH2:72][CH2:73][CH2:74][CH3:75]. Given the product [C:21]([O:20][C@@H:4]([CH2:3][CH2:2][NH:42][C:55]([O:57][CH2:58][C:59]1[CH:64]=[CH:63][CH:62]=[CH:61][CH:60]=1)=[O:56])[C:48]([OH:50])=[O:51])(=[O:25])[C:72]1[CH:71]=[CH:70][CH:75]=[CH:74][CH:73]=1, predict the reactants needed to synthesize it.